Task: Predict the product of the given reaction.. Dataset: Forward reaction prediction with 1.9M reactions from USPTO patents (1976-2016) (1) The product is: [OH:8][C:9]1[CH:10]=[C:11]2[C:15](=[CH:16][CH:17]=1)[N:14]1[CH2:18][CH2:19][CH2:20][CH:21]([CH2:22][C:23]([O:25][CH2:26][CH3:27])=[O:24])[C:13]1=[CH:12]2. Given the reactants C([O:8][C:9]1[CH:10]=[C:11]2[C:15](=[CH:16][CH:17]=1)[N:14]1[CH2:18][CH2:19][CH2:20][C:21](=[CH:22][C:23]([O:25][CH2:26][CH3:27])=[O:24])[C:13]1=[CH:12]2)C1C=CC=CC=1.C([O-])=O.[NH4+], predict the reaction product. (2) Given the reactants Cl.[Cl:2][C:3]1[CH:8]=[CH:7][CH:6]=[CH:5][C:4]=1[N:9]1[CH:13]([C:14]2[CH:19]=[CH:18][C:17]([N:20]3[CH2:25][CH2:24][CH:23]([NH2:26])[CH2:22][CH2:21]3)=[CH:16][CH:15]=2)[CH2:12][C:11]([C:27]([C:33]([F:36])([F:35])[F:34])([C:29]([F:32])([F:31])[F:30])[OH:28])=[N:10]1.C(N(CC)CC)C.[CH:44]1([S:47](Cl)(=[O:49])=[O:48])[CH2:46][CH2:45]1, predict the reaction product. The product is: [Cl:2][C:3]1[CH:8]=[CH:7][CH:6]=[CH:5][C:4]=1[N:9]1[CH:13]([C:14]2[CH:19]=[CH:18][C:17]([N:20]3[CH2:21][CH2:22][CH:23]([NH:26][S:47]([CH:44]4[CH2:46][CH2:45]4)(=[O:49])=[O:48])[CH2:24][CH2:25]3)=[CH:16][CH:15]=2)[CH2:12][C:11]([C:27]([C:33]([F:36])([F:34])[F:35])([C:29]([F:31])([F:30])[F:32])[OH:28])=[N:10]1. (3) The product is: [CH3:27][O:26][N:25]([CH3:24])[C:20]([C:5]1[C:6]2[O:10][C:9]([C:11]3[CH:12]=[CH:13][C:14]([O:17][CH3:18])=[CH:15][CH:16]=3)=[CH:8][C:7]=2[CH:19]=[C:3]([O:2][CH3:1])[CH:4]=1)=[O:21]. Given the reactants [CH3:1][O:2][C:3]1[CH:4]=[C:5]([C:20](O)=[O:21])[C:6]2[O:10][C:9]([C:11]3[CH:16]=[CH:15][C:14]([O:17][CH3:18])=[CH:13][CH:12]=3)=[CH:8][C:7]=2[CH:19]=1.Cl.[CH3:24][NH:25][O:26][CH3:27].CCN=C=NCCCN(C)C.Cl, predict the reaction product. (4) Given the reactants [Cl:1][C:2]1[CH:24]=[CH:23][C:5]2[N:6]=[C:7]([NH:9][C:10]3[N:14]([CH3:15])[C:13]4[CH:16]=[CH:17][C:18]([C:20]([OH:22])=O)=[CH:19][C:12]=4[N:11]=3)[S:8][C:4]=2[CH:3]=1.[N:25]1([CH2:31][CH2:32][OH:33])[CH2:30][CH2:29][NH:28][CH2:27][CH2:26]1.CN(C(ON1N=NC2C=CC=CC1=2)=[N+](C)C)C.F[P-](F)(F)(F)(F)F.CCN(C(C)C)C(C)C, predict the reaction product. The product is: [Cl:1][C:2]1[CH:24]=[CH:23][C:5]2[N:6]=[C:7]([NH:9][C:10]3[N:14]([CH3:15])[C:13]4[CH:16]=[CH:17][C:18]([C:20]([N:28]5[CH2:29][CH2:30][N:25]([CH2:31][CH2:32][OH:33])[CH2:26][CH2:27]5)=[O:22])=[CH:19][C:12]=4[N:11]=3)[S:8][C:4]=2[CH:3]=1. (5) Given the reactants [CH3:1][C:2]1[CH:7]=[CH:6][CH:5]=[C:4]([CH3:8])[C:3]=1[OH:9].[CH3:10][C:11]1[O:15][C:14]([C:16]2[CH:21]=[CH:20][CH:19]=[CH:18][CH:17]=2)=[N:13][C:12]=1[CH2:22][CH2:23]O.C1(P(C2C=CC=CC=2)C2C=CC=CC=2)C=CC=CC=1.N(C(OCC)=O)=NC(OCC)=O, predict the reaction product. The product is: [CH3:1][C:2]1[CH:7]=[CH:6][CH:5]=[C:4]([CH3:8])[C:3]=1[O:9][CH2:23][CH2:22][C:12]1[N:13]=[C:14]([C:16]2[CH:21]=[CH:20][CH:19]=[CH:18][CH:17]=2)[O:15][C:11]=1[CH3:10]. (6) Given the reactants [NH2:1][C:2]1[CH:3]=[CH:4][C:5]2[C:11]([CH3:13])([CH3:12])[CH2:10][CH2:9][C:8](=[O:14])[NH:7][C:6]=2[CH:15]=1.[C:16]([O:20][C:21](O[C:21]([O:20][C:16]([CH3:19])([CH3:18])[CH3:17])=[O:22])=[O:22])([CH3:19])([CH3:18])[CH3:17].C(N(CC)CC)C.CN(C=O)C, predict the reaction product. The product is: [C:16]([O:20][C:21](=[O:22])[NH:1][C:2]1[CH:3]=[CH:4][C:5]2[C:11]([CH3:12])([CH3:13])[CH2:10][CH2:9][C:8](=[O:14])[NH:7][C:6]=2[CH:15]=1)([CH3:19])([CH3:18])[CH3:17].